This data is from Forward reaction prediction with 1.9M reactions from USPTO patents (1976-2016). The task is: Predict the product of the given reaction. (1) Given the reactants [NH:1]1[C:9]2[C:4](=[CH:5][CH:6]=[CH:7][CH:8]=2)[CH2:3][C@@H:2]1[C:10]([NH:12][CH2:13][C:14]([O:16]C)=O)=[O:11].C[O-].[Na+], predict the reaction product. The product is: [C:10]1(=[O:11])[C@H:2]2[CH2:3][C:4]3[CH:5]=[CH:6][CH:7]=[CH:8][C:9]=3[N:1]2[C:14](=[O:16])[CH2:13][NH:12]1. (2) Given the reactants CC[C@@H]1NC(=O)[C@H]([C@H](O)[C@@H](C/C=C/C)C)N(C)C(=O)[C@H](C(C)C)N(C)C(=O)[C@H](CC(C)C)N(C)C(=O)[C@H](CC(C)C)N(C)C(=O)[C@@H](C)NC(=O)[C@H](C)NC(=O)[C@H](CC(C)C)N(C)C(=O)[C@H](C(C)C)NC(=O)[C@H](C[CH:81]([CH3:83])C)N(C)C(=O)CN(C)C1=O.FC(F)(F)S([O:91][Si:92]([CH2:97][CH3:98])([CH2:95][CH3:96])[CH2:93][CH3:94])(=O)=O.O, predict the reaction product. The product is: [CH2:93]([Si:92]([O:91][Si:92]([CH2:81][CH3:83])([CH2:95][CH3:96])[CH2:93][CH3:94])([CH2:97][CH3:98])[CH2:95][CH3:96])[CH3:94]. (3) Given the reactants [C:1]1(S(OCC#C)(=O)=O)[CH:6]=[CH:5][CH:4]=[CH:3][CH:2]=1.[C:14]1([OH:20])C=C[CH:17]=[CH:16][CH:15]=1.C1C(O)=CC=CC=1C, predict the reaction product. The product is: [CH2:14]([O:20][C:1]1[CH:2]=[CH:3][CH:4]=[CH:5][CH:6]=1)[CH2:15][C:16]#[CH:17]. (4) Given the reactants CO.[O:3]=[C:4]1[CH:9]=[CH:8][CH:7]=[CH:6][N:5]1[CH:10]([C:12]1[CH:21]=[CH:20][C:15]([C:16]([O:18]C)=[O:17])=[CH:14][CH:13]=1)[CH3:11].O.[OH-].[Li+].Cl, predict the reaction product. The product is: [O:3]=[C:4]1[CH:9]=[CH:8][CH:7]=[CH:6][N:5]1[CH:10]([C:12]1[CH:13]=[CH:14][C:15]([C:16]([OH:18])=[O:17])=[CH:20][CH:21]=1)[CH3:11]. (5) Given the reactants [CH3:1][C:2]1[CH:7]=[C:6]([C:8]2[O:12][C:11]([Si](C(C)C)(C(C)C)C(C)C)=[N:10][CH:9]=2)[N:5]2[N:23]=[CH:24][C:25]([C:26]([N:28]3[CH2:33][C@@H:32]4[CH2:34][C@H:29]3[CH2:30][O:31]4)=[O:27])=[C:4]2[CH:3]=1.Cl.[Cl-].[NH4+], predict the reaction product. The product is: [CH3:1][C:2]1[CH:7]=[C:6]([C:8]2[O:12][CH:11]=[N:10][CH:9]=2)[N:5]2[N:23]=[CH:24][C:25]([C:26]([N:28]3[CH2:33][C@@H:32]4[CH2:34][C@H:29]3[CH2:30][O:31]4)=[O:27])=[C:4]2[CH:3]=1. (6) Given the reactants [C:1]([O:4][CH2:5][C@@H:6]1[C@@H:11]([O:12][C:13](=[O:15])[CH3:14])[CH:10]=[CH:9][C@@H:8]([CH2:16][C:17]2[CH:22]=[CH:21][C:20]([I:23])=[CH:19][CH:18]=2)[O:7]1)(=[O:3])[CH3:2].C[N+]1([O-])[CH2:30][CH2:29][O:28]CC1.CS(N)(=O)=[O:34].CC1C=CC=C(C)N=1.CC[O:47][C:48]([CH3:50])=[O:49], predict the reaction product. The product is: [C:1]([O:4][CH2:5][C@@H:6]1[C@@H:11]([O:12][C:13](=[O:15])[CH3:14])[C@H:10]([O:47][C:48](=[O:49])[CH3:50])[C@H:9]([O:34][C:29](=[O:28])[CH3:30])[C@@H:8]([CH2:16][C:17]2[CH:18]=[CH:19][C:20]([I:23])=[CH:21][CH:22]=2)[O:7]1)(=[O:3])[CH3:2].